This data is from Catalyst prediction with 721,799 reactions and 888 catalyst types from USPTO. The task is: Predict which catalyst facilitates the given reaction. (1) Reactant: [NH:1]1[CH2:6][CH2:5][CH:4]([C:7]2[C:8](=[O:17])[NH:9][C:10]3[C:15]([CH:16]=2)=[CH:14][CH:13]=[CH:12][CH:11]=3)[CH2:3][CH2:2]1.Cl[C:19]1[N:24]=[CH:23][N:22]=[C:21]([C:25]([C:27]2[CH:37]=[C:36]([CH3:38])[C:30]3[N:31]([CH3:35])[C:32](=[O:34])[O:33][C:29]=3[CH:28]=2)=[O:26])[CH:20]=1.CCN(C(C)C)C(C)C.O. Product: [CH3:35][N:31]1[C:30]2[C:36]([CH3:38])=[CH:37][C:27]([C:25]([C:21]3[N:22]=[CH:23][N:24]=[C:19]([N:1]4[CH2:2][CH2:3][CH:4]([C:7]5[C:8](=[O:17])[NH:9][C:10]6[C:15]([CH:16]=5)=[CH:14][CH:13]=[CH:12][CH:11]=6)[CH2:5][CH2:6]4)[CH:20]=3)=[O:26])=[CH:28][C:29]=2[O:33][C:32]1=[O:34]. The catalyst class is: 3. (2) Reactant: [NH2:1][C:2]1[CH:3]=[C:4]([CH:8]2[C:17]([CH3:19])([CH3:18])[CH2:16][C:15]3[C:10](=[CH:11][CH:12]=[C:13]([C:20]([O:22]C)=[O:21])[CH:14]=3)[NH:9]2)[CH:5]=[CH:6][CH:7]=1.[OH-].[Na+].C(OCC)(=O)C. Product: [NH2:1][C:2]1[CH:3]=[C:4]([CH:8]2[C:17]([CH3:18])([CH3:19])[CH2:16][C:15]3[C:10](=[CH:11][CH:12]=[C:13]([C:20]([OH:22])=[O:21])[CH:14]=3)[NH:9]2)[CH:5]=[CH:6][CH:7]=1. The catalyst class is: 24. (3) Reactant: [CH3:1][N:2]1[CH2:7][CH2:6][N:5]([C:8]2[CH:16]=[CH:15][C:11]([C:12]([OH:14])=O)=[CH:10][CH:9]=2)[CH2:4][CH2:3]1.[C:17]([O:21][C:22]([NH:24][C:25]1[CH:30]=[CH:29][CH:28]=[CH:27][C:26]=1[NH2:31])=[O:23])([CH3:20])([CH3:19])[CH3:18].O. Product: [C:17]([O:21][C:22]([NH:24][C:25]1[CH:30]=[CH:29][CH:28]=[CH:27][C:26]=1[NH:31][C:12](=[O:14])[C:11]1[CH:10]=[CH:9][C:8]([N:5]2[CH2:4][CH2:3][N:2]([CH3:1])[CH2:7][CH2:6]2)=[CH:16][CH:15]=1)=[O:23])([CH3:20])([CH3:18])[CH3:19]. The catalyst class is: 3. (4) Reactant: C(OC([N:8]1[CH2:13][CH2:12][N:11]([C:14]2[CH:19]=[CH:18][C:17]([NH:20][C:21]([NH:23][C:24]3[N:25]([C:33]4[CH:38]=[CH:37][C:36]([CH3:39])=[CH:35][CH:34]=4)[N:26]=[C:27]([C:29]([CH3:32])([CH3:31])[CH3:30])[CH:28]=3)=[O:22])=[CH:16][N:15]=2)[CH2:10][CH2:9]1)=O)(C)(C)C.Cl.O1CCOCC1. Product: [C:29]([C:27]1[CH:28]=[C:24]([NH:23][C:21]([NH:20][C:17]2[CH:16]=[N:15][C:14]([N:11]3[CH2:10][CH2:9][NH:8][CH2:13][CH2:12]3)=[CH:19][CH:18]=2)=[O:22])[N:25]([C:33]2[CH:38]=[CH:37][C:36]([CH3:39])=[CH:35][CH:34]=2)[N:26]=1)([CH3:32])([CH3:30])[CH3:31]. The catalyst class is: 1. (5) Reactant: Cl.[CH2:2]1[CH2:6][O:5][C:4]2[CH:7]=[CH:8][C:9]3[CH2:10][CH2:11][C@@H:12]([CH2:14][CH2:15][NH2:16])[C:13]=3[C:3]1=2.C(N(CC)CC)C.CN(C1C=CC=CN=1)C.[C:33](OC(=O)C)(=[O:35])[CH3:34]. Product: [CH2:2]1[CH2:6][O:5][C:4]2[CH:7]=[CH:8][C:9]3[CH2:10][CH2:11][C@@H:12]([CH2:14][CH2:15][NH:16][C:33](=[O:35])[CH3:34])[C:13]=3[C:3]1=2. The catalyst class is: 46.